From a dataset of Forward reaction prediction with 1.9M reactions from USPTO patents (1976-2016). Predict the product of the given reaction. (1) Given the reactants [N:1]1[CH:6]=[CH:5][C:4]([C:7]2[O:11][C:10](=[O:12])[NH:9][N:8]=2)=[CH:3][CH:2]=1.[H-].[Na+].CS(O[CH2:20][CH2:21][C:22]1([CH3:33])[O:26][C:25]2=[N:27][C:28]([N+:30]([O-:32])=[O:31])=[CH:29][N:24]2[CH2:23]1)(=O)=O.[I-].[Na+], predict the reaction product. The product is: [CH3:33][C:22]1([CH2:21][CH2:20][N:9]2[N:8]=[C:7]([C:4]3[CH:3]=[CH:2][N:1]=[CH:6][CH:5]=3)[O:11][C:10]2=[O:12])[O:26][C:25]2=[N:27][C:28]([N+:30]([O-:32])=[O:31])=[CH:29][N:24]2[CH2:23]1. (2) Given the reactants C([O-])=O.[NH4+].C([N:12]1[CH2:17][CH2:16][O:15][CH:14]([CH2:18][OH:19])[CH2:13]1)C1C=CC=CC=1.[C:31]([O:30][C:28](O[C:28]([O:30][C:31]([CH3:34])([CH3:33])[CH3:32])=[O:29])=[O:29])([CH3:34])([CH3:33])[CH3:32].C(N(CC)CC)C, predict the reaction product. The product is: [C:31]([O:30][C:28]([N:12]1[CH2:17][CH2:16][O:15][CH:14]([CH2:18][OH:19])[CH2:13]1)=[O:29])([CH3:32])([CH3:33])[CH3:34].